Dataset: Forward reaction prediction with 1.9M reactions from USPTO patents (1976-2016). Task: Predict the product of the given reaction. (1) Given the reactants [CH2:1]([O:3][C:4]([C:6]1[CH:14]=[C:13]2[C:9]([C:10]([C:25](O)=[O:26])=[C:11]([CH:22]([CH3:24])[CH3:23])[N:12]2[CH2:15][C:16]2[CH:21]=[CH:20][CH:19]=[CH:18][N:17]=2)=[CH:8][CH:7]=1)=[O:5])[CH3:2].C(Cl)CCl.[F:32][C:33]1[CH:40]=[CH:39][C:36]([CH2:37][NH2:38])=[CH:35][CH:34]=1, predict the reaction product. The product is: [CH2:1]([O:3][C:4]([C:6]1[CH:14]=[C:13]2[C:9]([C:10]([C:25](=[O:26])[NH:38][CH2:37][C:36]3[CH:39]=[CH:40][C:33]([F:32])=[CH:34][CH:35]=3)=[C:11]([CH:22]([CH3:24])[CH3:23])[N:12]2[CH2:15][C:16]2[CH:21]=[CH:20][CH:19]=[CH:18][N:17]=2)=[CH:8][CH:7]=1)=[O:5])[CH3:2]. (2) Given the reactants [CH2:1]([O:3][C:4](=[O:12])[C:5]1[CH:10]=[CH:9][C:8](Br)=[CH:7][CH:6]=1)[CH3:2].[P:13]([O-:20])([O:17][CH2:18][CH3:19])[O:14][CH2:15][CH3:16], predict the reaction product. The product is: [CH2:1]([O:3][C:4](=[O:12])[C:5]1[CH:10]=[CH:9][C:8]([P:13]([O:17][CH2:18][CH3:19])([O:14][CH2:15][CH3:16])=[O:20])=[CH:7][CH:6]=1)[CH3:2].